Dataset: Full USPTO retrosynthesis dataset with 1.9M reactions from patents (1976-2016). Task: Predict the reactants needed to synthesize the given product. (1) Given the product [CH3:1][C:2]1([CH3:20])[O:7][CH2:6][CH:5]([CH2:8][O:9][C:10]2[C:15]([CH3:16])=[CH:14][N:13]=[C:12]([CH2:18][OH:23])[C:11]=2[CH3:19])[CH2:4][O:3]1, predict the reactants needed to synthesize it. The reactants are: [CH3:1][C:2]1([CH3:20])[O:7][CH2:6][CH:5]([CH2:8][O:9][C:10]2[C:15]([CH3:16])=[CH:14][N+:13]([O-])=[C:12]([CH3:18])[C:11]=2[CH3:19])[CH2:4][O:3]1.C(OC(=O)C)(=[O:23])C.[OH-].[Na+]. (2) Given the product [ClH:10].[CH3:9][O:8][C:1](=[O:7])/[CH:2]=[CH:3]/[C:4]([O:6][CH2:29][CH2:28][N:22]1[CH2:27][CH2:26][S:25][CH2:24][CH2:23]1)=[O:5], predict the reactants needed to synthesize it. The reactants are: [C:1]([O:8][CH3:9])(=[O:7])/[CH:2]=[CH:3]/[C:4]([O-:6])=[O:5].[ClH:10].C(N=C=NCCCN(C)C)C.[N:22]1([CH2:28][CH2:29]O)[CH2:27][CH2:26][S:25][CH2:24][CH2:23]1. (3) The reactants are: [N:1]1[CH:6]=[CH:5][C:4]([NH:7][C:8]([C:10]2[C:18]3[C:17]4[CH:19]=[CH:20][CH:21]=[CH:22][C:16]=4[O:15][C:14]=3[C:13]([O:23][CH2:24][CH:25]3[CH2:27][CH2:26]3)=[CH:12][CH:11]=2)=[O:9])=[CH:3][CH:2]=1.ClC1C=CC=C(C(OO)=[O:36])C=1. Given the product [N:1]1[CH:2]=[CH:3][C:4]([NH+:7]([O-:36])[C:8]([C:10]2[C:18]3[C:17]4[CH:19]=[CH:20][CH:21]=[CH:22][C:16]=4[O:15][C:14]=3[C:13]([O:23][CH2:24][CH:25]3[CH2:27][CH2:26]3)=[CH:12][CH:11]=2)=[O:9])=[CH:5][CH:6]=1, predict the reactants needed to synthesize it. (4) Given the product [C:1]([C:4]1[C:22](=[O:23])[C@@:8]2([CH3:24])[C:9]3[C:15]([OH:16])=[CH:14][C:13]([O:17][CH3:18])=[C:12]([C:19]([NH:21][CH2:38][C:28]4[C:29]5[C:34](=[CH:33][C:32]([CH3:37])=[CH:31][CH:30]=5)[CH:35]=[CH:36][C:27]=4[CH3:26])=[O:20])[C:10]=3[O:11][C:7]2=[CH:6][C:5]=1[OH:25])(=[O:3])[CH3:2], predict the reactants needed to synthesize it. The reactants are: [C:1]([C:4]1[C:22](=[O:23])[C@@:8]2([CH3:24])[C:9]3[C:15]([OH:16])=[CH:14][C:13]([O:17][CH3:18])=[C:12]([C:19]([NH2:21])=[O:20])[C:10]=3[O:11][C:7]2=[CH:6][C:5]=1[OH:25])(=[O:3])[CH3:2].[CH3:26][C:27]1[CH:36]=[CH:35][C:34]2[C:29](=[CH:30][CH:31]=[C:32]([CH3:37])[CH:33]=2)[C:28]=1[CH:38]=O.C([SiH](CC)CC)C.FC(F)(F)C(O)=O. (5) Given the product [OH:1][C:2]1[CH:10]=[CH:9][C:5]([C:6]([O:8][CH2:11][C:12]2[CH:17]=[CH:16][CH:15]=[CH:14][CH:13]=2)=[O:7])=[CH:4][CH:3]=1, predict the reactants needed to synthesize it. The reactants are: [OH:1][C:2]1[CH:10]=[CH:9][C:5]([C:6]([OH:8])=[O:7])=[CH:4][CH:3]=1.[CH2:11](OC(=NC(C)C)NC(C)C)[C:12]1[CH:17]=[CH:16][CH:15]=[CH:14][CH:13]=1.